This data is from NCI-60 drug combinations with 297,098 pairs across 59 cell lines. The task is: Regression. Given two drug SMILES strings and cell line genomic features, predict the synergy score measuring deviation from expected non-interaction effect. Drug 1: CC1OCC2C(O1)C(C(C(O2)OC3C4COC(=O)C4C(C5=CC6=C(C=C35)OCO6)C7=CC(=C(C(=C7)OC)O)OC)O)O. Drug 2: C1CN(CCN1C(=O)CCBr)C(=O)CCBr. Cell line: MDA-MB-435. Synergy scores: CSS=-2.06, Synergy_ZIP=1.15, Synergy_Bliss=6.39, Synergy_Loewe=-5.76, Synergy_HSA=-1.08.